From a dataset of Reaction yield outcomes from USPTO patents with 853,638 reactions. Predict the reaction yield, written as a fraction of the theoretical maximum amount of product (1.0 means a 100% yield; for example, 0.34 means a 34% yield). (1) The reactants are C([O:3][C:4]([C:6]1[C:7]([C:11]2[CH:16]=[CH:15][CH:14]=[CH:13][C:12]=2[CH3:17])=[N:8][O:9][CH:10]=1)=[O:5])C.Cl. The catalyst is C(O)(=O)C. The product is [C:12]1([CH3:17])[CH:13]=[CH:14][CH:15]=[CH:16][C:11]=1[C:7]1[C:6]([C:4]([OH:5])=[O:3])=[CH:10][O:9][N:8]=1. The yield is 0.800. (2) The reactants are [CH:1]1([C:5]2[N:6]=[C:7]([NH:10][C:11]([C:13]3[CH:24]=[CH:23][N:16]4[C:17](=[O:22])[CH2:18][C:19](=O)[N:20]=[C:15]4[CH:14]=3)=[O:12])[S:8][CH:9]=2)[CH2:4][CH2:3][CH2:2]1.P(Cl)(OC1C=CC=CC=1)(OC1C=CC=CC=1)=O.C(N(C(C)C)CC)(C)C.[OH:51][CH:52]1[CH2:57][CH2:56][CH2:55][NH:54][CH2:53]1.C(=O)([O-])O.[Na+]. The catalyst is CN(C)C=O.C(#N)C. The product is [CH:1]1([C:5]2[N:6]=[C:7]([NH:10][C:11]([C:13]3[CH:24]=[CH:23][N:16]4[C:17](=[O:22])[CH:18]=[C:19]([N:54]5[CH2:55][CH2:56][CH2:57][CH:52]([OH:51])[CH2:53]5)[N:20]=[C:15]4[CH:14]=3)=[O:12])[S:8][CH:9]=2)[CH2:4][CH2:3][CH2:2]1. The yield is 0.690. (3) The product is [F:13][C:14]1[CH:15]=[C:16]([C:42]2[CH:47]=[CH:46][CH:45]=[CH:44][C:43]=2[C:48]2[NH:3][C:4](=[O:7])[O:5][N:49]=2)[CH:17]=[CH:18][C:19]=1[CH2:20][C:21]1[C:26](=[O:27])[N:25]([C:28]2[CH:33]=[CH:32][C:31]([O:34][CH:35]([CH3:36])[CH3:37])=[CH:30][CH:29]=2)[C:24]([CH3:38])=[N:23][C:22]=1[CH2:39][CH2:40][CH3:41]. The yield is 0.700. The reactants are [Cl-].O[NH3+:3].[C:4](=[O:7])([O-])[OH:5].[Na+].CS(C)=O.[F:13][C:14]1[CH:15]=[C:16]([C:42]2[C:43]([C:48]#[N:49])=[CH:44][CH:45]=[CH:46][CH:47]=2)[CH:17]=[CH:18][C:19]=1[CH2:20][C:21]1[C:26](=[O:27])[N:25]([C:28]2[CH:33]=[CH:32][C:31]([O:34][CH:35]([CH3:37])[CH3:36])=[CH:30][CH:29]=2)[C:24]([CH3:38])=[N:23][C:22]=1[CH2:39][CH2:40][CH3:41]. The catalyst is C(OCC)(=O)C. (4) The reactants are [F:1][C:2]1[CH:3]=[C:4]([C:8]2[N:13]=[CH:12][C:11]([C:14]([O:16]C)=[O:15])=[CH:10][N:9]=2)[CH:5]=[CH:6][CH:7]=1.O1CCCC1.C(O)C. The catalyst is O. The product is [F:1][C:2]1[CH:3]=[C:4]([C:8]2[N:9]=[CH:10][C:11]([C:14]([OH:16])=[O:15])=[CH:12][N:13]=2)[CH:5]=[CH:6][CH:7]=1. The yield is 0.895. (5) The reactants are [OH:1][C:2]1[CH:9]=[C:8]([F:10])[CH:7]=[CH:6][C:3]=1[CH:4]=O.[F:11][C:12]([F:21])([F:20])/[CH:13]=[CH:14]/[C:15]([O:17][CH2:18][CH3:19])=[O:16].C(=O)([O-])[O-].[K+].[K+].C(OCC)(=O)C. The catalyst is CN(C)C=O. The product is [F:10][C:8]1[CH:9]=[C:2]2[C:3]([CH:4]=[C:14]([C:15]([O:17][CH2:18][CH3:19])=[O:16])[CH:13]([C:12]([F:11])([F:21])[F:20])[O:1]2)=[CH:6][CH:7]=1. The yield is 0.600.